From a dataset of Peptide-MHC class I binding affinity with 185,985 pairs from IEDB/IMGT. Regression. Given a peptide amino acid sequence and an MHC pseudo amino acid sequence, predict their binding affinity value. This is MHC class I binding data. The peptide sequence is YVCPSEIPL. The MHC is HLA-B51:01 with pseudo-sequence HLA-B51:01. The binding affinity (normalized) is 0.0847.